This data is from Reaction yield outcomes from USPTO patents with 853,638 reactions. The task is: Predict the reaction yield, written as a fraction of the theoretical maximum amount of product (1.0 means a 100% yield; for example, 0.34 means a 34% yield). (1) The reactants are [I:1]I.[N+:3]([C:6]1[CH:7]=[C:8]([CH:12]=[CH:13][CH:14]=1)[C:9]([OH:11])=[O:10])([O-:5])=[O:4]. The catalyst is S(=O)(=O)(O)O. The product is [I:1][C:13]1[CH:12]=[C:8]([CH:7]=[C:6]([N+:3]([O-:5])=[O:4])[CH:14]=1)[C:9]([OH:11])=[O:10]. The yield is 0.980. (2) The reactants are [CH3:1][C:2]1[NH:6][C:5]2[C:7]([C:17]([O:19]C)=[O:18])=[CH:8][C:9]([N:11]3[CH2:16][CH2:15][O:14][CH2:13][CH2:12]3)=[CH:10][C:4]=2[N:3]=1.[CH3:21][C:22]1[CH:29]=[CH:28][C:27]([C:30]([F:33])([F:32])[F:31])=[CH:26][C:23]=1[CH2:24]Br.C(=O)([O-])[O-].[K+].[K+].[OH-].[Li+]. The catalyst is CN(C)C=O.O1CCCC1.O. The product is [CH3:1][C:2]1[N:3]([CH2:24][C:23]2[CH:26]=[C:27]([C:30]([F:31])([F:32])[F:33])[CH:28]=[CH:29][C:22]=2[CH3:21])[C:4]2[CH:10]=[C:9]([N:11]3[CH2:16][CH2:15][O:14][CH2:13][CH2:12]3)[CH:8]=[C:7]([C:17]([OH:19])=[O:18])[C:5]=2[N:6]=1. The yield is 0.254. (3) The reactants are [CH2:1]([Sn](CCCC)(CCCC)C=C)[CH2:2]CC.Br[C:17]1[CH:22]=[CH:21][C:20]([S:23]([CH2:26][CH2:27][CH2:28][C:29]([O:31][CH2:32][CH3:33])=[O:30])(=[O:25])=[O:24])=[CH:19][CH:18]=1.[Cl-].[Li+]. The catalyst is CN(C=O)C.Cl[Pd](Cl)([P](C1C=CC=CC=1)(C1C=CC=CC=1)C1C=CC=CC=1)[P](C1C=CC=CC=1)(C1C=CC=CC=1)C1C=CC=CC=1. The product is [CH:1]([C:17]1[CH:22]=[CH:21][C:20]([S:23]([CH2:26][CH2:27][CH2:28][C:29]([O:31][CH2:32][CH3:33])=[O:30])(=[O:25])=[O:24])=[CH:19][CH:18]=1)=[CH2:2]. The yield is 0.750. (4) The reactants are [CH:1]([C:4]1[CH:9]=[CH:8][CH:7]=[CH:6][C:5]=1[NH:10][C:11]([NH:13]/[N:14]=[CH:15]/[C:16]1[CH:21]=[CH:20][C:19]([C:22]2[N:26]=[CH:25][N:24]([C:27]3[CH:32]=[CH:31][C:30]([C:33]([F:36])([F:35])[F:34])=[CH:29][CH:28]=3)[N:23]=2)=[CH:18][CH:17]=1)=[S:12])([CH3:3])[CH3:2].C(=O)([O-])[O-].[K+].[K+].Br[CH2:44][CH2:45][CH2:46]Cl. The catalyst is CC(=O)CC.C(Cl)Cl. The product is [CH:1]([C:4]1[CH:9]=[CH:8][CH:7]=[CH:6][C:5]=1/[N:10]=[C:11]1\[S:12][CH2:44][CH2:45][CH2:46][N:13]\1/[N:14]=[CH:15]/[C:16]1[CH:17]=[CH:18][C:19]([C:22]2[N:26]=[CH:25][N:24]([C:27]3[CH:28]=[CH:29][C:30]([C:33]([F:35])([F:36])[F:34])=[CH:31][CH:32]=3)[N:23]=2)=[CH:20][CH:21]=1)([CH3:3])[CH3:2]. The yield is 0.130. (5) The product is [O:1]1[C:5]2[CH:6]=[CH:7][C:8]([CH2:10][N:11]([S:41]([CH3:40])(=[O:43])=[O:42])[CH2:12][CH2:13][CH:14]3[CH2:19][CH2:18][CH2:17][CH2:16][N:15]3[C:20]3[CH:25]=[CH:24][N:23]=[C:22]([N:26]4[CH:30]=[CH:29][N:28]=[CH:27]4)[N:21]=3)=[CH:9][C:4]=2[O:3][CH2:2]1. The catalyst is C1COCC1. The reactants are [O:1]1[C:5]2[CH:6]=[CH:7][C:8]([CH2:10][NH:11][CH2:12][CH2:13][CH:14]3[CH2:19][CH2:18][CH2:17][CH2:16][N:15]3[C:20]3[CH:25]=[CH:24][N:23]=[C:22]([N:26]4[CH:30]=[CH:29][N:28]=[CH:27]4)[N:21]=3)=[CH:9][C:4]=2[O:3][CH2:2]1.CCN(C(C)C)C(C)C.[CH3:40][S:41](Cl)(=[O:43])=[O:42]. The yield is 0.510. (6) The reactants are [CH3:1][O:2][C:3](=[O:15])[CH2:4][C:5]1[CH:10]=[CH:9][CH:8]=[C:7]([CH2:11][C@@H:12]([NH2:14])[CH3:13])[CH:6]=1.C(N(CC)CC)C.CN1CCCC1=O.C(N[CH2:38][C@@H:39]([C:48]1[CH:57]=[CH:56][C:55]([O:58][CH2:59][C:60]2[CH:65]=[CH:64][CH:63]=[CH:62][CH:61]=2)=[C:54]2[C:49]=1[CH:50]=[CH:51][C:52](=[O:66])[NH:53]2)[O:40][Si:41]([C:44]([CH3:47])([CH3:46])[CH3:45])([CH3:43])[CH3:42])C1C=CC=CC=1. The catalyst is CCOC(C)=O. The product is [CH3:1][O:2][C:3](=[O:15])[CH2:4][C:5]1[CH:10]=[CH:9][CH:8]=[C:7]([CH2:11][C@@H:12]([NH:14][CH2:38][C@@H:39]([C:48]2[CH:57]=[CH:56][C:55]([O:58][CH2:59][C:60]3[CH:65]=[CH:64][CH:63]=[CH:62][CH:61]=3)=[C:54]3[C:49]=2[CH:50]=[CH:51][C:52](=[O:66])[NH:53]3)[O:40][Si:41]([C:44]([CH3:47])([CH3:46])[CH3:45])([CH3:43])[CH3:42])[CH3:13])[CH:6]=1. The yield is 0.200. (7) The reactants are [Cl:1][C:2]1[C:3]([Cl:15])=[C:4]([Cl:14])[C:5]([Cl:13])=[C:6]2[C:11](=[O:12])[O:10][C:8](=O)[C:7]=12.[Cl:16][C:17]1[C:23]([OH:24])=[CH:22][CH:21]=[CH:20][C:18]=1[OH:19]. The catalyst is CN(C=O)C.O. The product is [Cl:13][C:5]1[C:4]([Cl:14])=[C:3]([Cl:15])[C:2]([Cl:1])=[C:7]2[C:6]=1[C:11](=[O:12])[O:10][C:8]12[C:20]2[CH:21]=[CH:22][C:23]([OH:24])=[C:17]([Cl:16])[C:18]=2[O:19][C:23]2[C:22]1=[CH:21][CH:20]=[C:18]([OH:19])[C:17]=2[Cl:16]. The yield is 0.917. (8) The reactants are [CH3:1][C:2]1[CH:6]=[C:5]([NH:7][S:8]([C:11]2[CH:16]=[CH:15][C:14](Br)=[CH:13][CH:12]=2)(=[O:10])=[O:9])[O:4][N:3]=1.[CH3:18][O:19][C:20]1[CH:25]=[CH:24][CH:23]=[CH:22][C:21]=1B(O)O. No catalyst specified. The product is [CH3:1][C:2]1[CH:6]=[C:5]([NH:7][S:8]([C:11]2[CH:16]=[CH:15][C:14]([C:21]3[CH:22]=[CH:23][CH:24]=[CH:25][C:20]=3[O:19][CH3:18])=[CH:13][CH:12]=2)(=[O:10])=[O:9])[O:4][N:3]=1. The yield is 0.810. (9) The reactants are [Cl:1][C:2]1[CH:3]=[CH:4][C:5]([F:12])=[C:6]([CH:8]([OH:11])[CH2:9][CH3:10])[CH:7]=1.[Cr](Cl)([O-])(=O)=O.[NH+]1C=CC=CC=1. The catalyst is C(Cl)Cl. The product is [Cl:1][C:2]1[CH:3]=[CH:4][C:5]([F:12])=[C:6]([C:8](=[O:11])[CH2:9][CH3:10])[CH:7]=1. The yield is 0.650.